Dataset: Reaction yield outcomes from USPTO patents with 853,638 reactions. Task: Predict the reaction yield, written as a fraction of the theoretical maximum amount of product (1.0 means a 100% yield; for example, 0.34 means a 34% yield). (1) The reactants are Cl[C:2]1[CH:11]=[CH:10][N:9]=[C:8]2[C:3]=1[CH:4]=[CH:5][C:6]([C:12]([F:15])([F:14])[F:13])=[N:7]2.[F:16][C:17]1[C:22]([C:23]2[CH:24]=[N:25][CH:26]=[CH:27][CH:28]=2)=[CH:21][CH:20]=[CH:19][C:18]=1B(O)O. No catalyst specified. The product is [F:16][C:17]1[C:22]([C:23]2[CH:24]=[N:25][CH:26]=[CH:27][CH:28]=2)=[CH:21][CH:20]=[CH:19][C:18]=1[C:2]1[CH:11]=[CH:10][N:9]=[C:8]2[C:3]=1[CH:4]=[CH:5][C:6]([C:12]([F:15])([F:14])[F:13])=[N:7]2. The yield is 0.450. (2) The reactants are C([O:3][CH:4](OCC)[C:5]1[S:6][CH:7]=[C:8]([C:10]([O:12][CH3:13])=[O:11])[N:9]=1)C.Cl. The catalyst is CC(C)=O.C(Cl)Cl. The product is [CH:4]([C:5]1[S:6][CH:7]=[C:8]([C:10]([O:12][CH3:13])=[O:11])[N:9]=1)=[O:3]. The yield is 0.540. (3) The reactants are [OH:1][C:2]1[CH:3]=[C:4]([CH:7]=[CH:8][CH:9]=1)[CH:5]=[O:6].[H-].[Na+].Br[CH2:13][CH:14]1[CH2:16][O:15]1. The catalyst is CN(C=O)C. The product is [O:15]1[CH2:16][CH:14]1[CH2:13][O:1][C:2]1[CH:3]=[C:4]([CH:7]=[CH:8][CH:9]=1)[CH:5]=[O:6]. The yield is 0.720. (4) The reactants are [C:1]1([C:7]2[O:11][C:10]([C:12]([NH:14][NH2:15])=O)=[N:9][N:8]=2)[CH:6]=[CH:5][CH:4]=[CH:3][CH:2]=1.Cl.[C:17](N)(=[NH:19])[CH3:18].C1(C)C(C)=CC=CC=1. No catalyst specified. The product is [CH3:18][C:17]1[NH:15][N:14]=[C:12]([C:10]2[O:11][C:7]([C:1]3[CH:6]=[CH:5][CH:4]=[CH:3][CH:2]=3)=[N:8][N:9]=2)[N:19]=1. The yield is 0.220. (5) The reactants are Cl.[NH2:2][C:3]1[C:4]([C:13]([NH:15][C@@H:16]([CH:21]2[CH2:26][CH2:25][CH2:24][CH2:23][CH2:22]2)[C:17]([O:19][CH3:20])=[O:18])=[O:14])=[CH:5][C:6]2[C:11]([CH:12]=1)=[CH:10][CH:9]=[CH:8][CH:7]=2.[CH:27]1([C:30]2[CH:31]=[C:32](C)[C:33]([N:37]=[C:38]=[O:39])=[C:34](C)[CH:35]=2)[CH2:29][CH2:28]1.C(N(CC)CC)C.CCOC(C)=O.CCCCCC. The catalyst is CN(C=O)C. The product is [CH:21]1([C@H:16]([NH:15][C:13]([C:4]2[C:3]([NH:2][C:38]([NH:37][C:33]3[CH:34]=[CH:35][C:30]([CH:27]4[CH2:28][CH2:29]4)=[CH:31][CH:32]=3)=[O:39])=[CH:12][C:11]3[C:6](=[CH:7][CH:8]=[CH:9][CH:10]=3)[CH:5]=2)=[O:14])[C:17]([O:19][CH3:20])=[O:18])[CH2:26][CH2:25][CH2:24][CH2:23][CH2:22]1. The yield is 0.930.